This data is from Reaction yield outcomes from USPTO patents with 853,638 reactions. The task is: Predict the reaction yield, written as a fraction of the theoretical maximum amount of product (1.0 means a 100% yield; for example, 0.34 means a 34% yield). (1) The yield is 0.500. The reactants are Br[C:2]1[CH:7]=[CH:6][C:5]([O:8][C@H:9]2[CH2:14][CH2:13][C@H:12]([C:15]([CH3:18])([CH3:17])[CH3:16])[CH2:11][CH2:10]2)=[CH:4][CH:3]=1.[NH2:19][CH:20]1[CH2:25][CH2:24][CH2:23][N:22]([C:26]([O:28][C:29]([CH3:32])([CH3:31])[CH3:30])=[O:27])[CH2:21]1.C1(P(C2CCCCC2)C2C=CC=CC=2C2C(N(C)C)=CC=CC=2)CCCCC1. The catalyst is C1(C)C=CC=CC=1.C1C=CC(/C=C/C(/C=C/C2C=CC=CC=2)=O)=CC=1.C1C=CC(/C=C/C(/C=C/C2C=CC=CC=2)=O)=CC=1.C1C=CC(/C=C/C(/C=C/C2C=CC=CC=2)=O)=CC=1.[Pd].[Pd]. The product is [C:15]([C@H:12]1[CH2:13][CH2:14][C@H:9]([O:8][C:5]2[CH:6]=[CH:7][C:2]([NH:19][CH:20]3[CH2:25][CH2:24][CH2:23][N:22]([C:26]([O:28][C:29]([CH3:32])([CH3:31])[CH3:30])=[O:27])[CH2:21]3)=[CH:3][CH:4]=2)[CH2:10][CH2:11]1)([CH3:18])([CH3:17])[CH3:16]. (2) The reactants are [OH:1][C:2]([C:8]1[CH:9]=[C:10]2[C:33](=[CH:34][CH:35]=1)[C:14]1=[N:15][O:16][C:17]([C:18]3[C:22]([C:23]([F:26])([F:25])[F:24])=[C:21]([C:27]4[CH:32]=[CH:31][CH:30]=[CH:29][CH:28]=4)[O:20][N:19]=3)=[C:13]1[CH2:12][CH2:11]2)([CH3:7])[C:3]([O:5]C)=[O:4]. The catalyst is Cl.O1CCOCC1. The product is [OH:1][C:2]([C:8]1[CH:9]=[C:10]2[C:33](=[CH:34][CH:35]=1)[C:14]1=[N:15][O:16][C:17]([C:18]3[C:22]([C:23]([F:24])([F:26])[F:25])=[C:21]([C:27]4[CH:28]=[CH:29][CH:30]=[CH:31][CH:32]=4)[O:20][N:19]=3)=[C:13]1[CH2:12][CH2:11]2)([CH3:7])[C:3]([OH:5])=[O:4]. The yield is 0.970.